Task: Predict the reactants needed to synthesize the given product.. Dataset: Full USPTO retrosynthesis dataset with 1.9M reactions from patents (1976-2016) Given the product [S:9]1[C:5]2[CH:4]=[CH:3][C:2]([C:11]#[N:12])=[CH:10][C:6]=2[N:7]=[CH:8]1, predict the reactants needed to synthesize it. The reactants are: Br[C:2]1[CH:3]=[CH:4][C:5]2[S:9][CH:8]=[N:7][C:6]=2[CH:10]=1.[CH3:11][N:12](C)C=O.